From a dataset of Catalyst prediction with 721,799 reactions and 888 catalyst types from USPTO. Predict which catalyst facilitates the given reaction. Reactant: [Br:1][C:2]1[CH:10]=[CH:9][C:5]([C:6](O)=[O:7])=[C:4]([S:11][CH3:12])[CH:3]=1. Product: [Br:1][C:2]1[CH:10]=[CH:9][C:5]([CH2:6][OH:7])=[C:4]([S:11][CH3:12])[CH:3]=1. The catalyst class is: 20.